This data is from TCR-epitope binding with 47,182 pairs between 192 epitopes and 23,139 TCRs. The task is: Binary Classification. Given a T-cell receptor sequence (or CDR3 region) and an epitope sequence, predict whether binding occurs between them. (1) The epitope is TLVPQEHYV. The TCR CDR3 sequence is CASSLGQYTGELFF. Result: 0 (the TCR does not bind to the epitope). (2) The epitope is RLQSLQTYV. The TCR CDR3 sequence is CASTWGRASTDTQYF. Result: 1 (the TCR binds to the epitope). (3) The epitope is TTLPVNVAF. The TCR CDR3 sequence is CSIVGGSTDTQYF. Result: 0 (the TCR does not bind to the epitope). (4) The epitope is KLWAQCVQL. The TCR CDR3 sequence is CASGPGRLNTEAFF. Result: 0 (the TCR does not bind to the epitope). (5) The epitope is RLRPGGKKR. The TCR CDR3 sequence is CASSSDIEAFF. Result: 0 (the TCR does not bind to the epitope).